From a dataset of Catalyst prediction with 721,799 reactions and 888 catalyst types from USPTO. Predict which catalyst facilitates the given reaction. (1) Reactant: [CH3:1][O:2][C:3]1[C:11]([CH3:12])=[C:10]2[C:6]([C:7](=[O:13])[O:8][CH2:9]2)=[C:5]([O:14]CC[Si](C)(C)C)[C:4]=1[CH2:21][CH:22]=[C:23]([CH3:29])[CH2:24][O:25][P:26]([OH:28])[OH:27].CCN(C(C)C)C(C)C.C/C(/[O:46][Si](C)(C)C)=N\[Si](C)(C)C.C1C=C(SSC2N=CC=CC=2)N=CC=1. Product: [CH3:1][O:2][C:3]1[C:11]([CH3:12])=[C:10]2[C:6]([C:7](=[O:13])[O:8][CH2:9]2)=[C:5]([OH:14])[C:4]=1[CH2:21][CH:22]=[C:23]([CH3:29])[CH2:24][O:25][P:26](=[O:46])([OH:28])[OH:27]. The catalyst class is: 38. (2) Reactant: [CH3:1][C:2]([CH3:16])=[CH:3][CH2:4][CH2:5]/[C:6](/[CH3:15])=[CH:7]/[CH2:8][CH2:9]/[C:10](/[CH3:14])=[CH:11]/[CH:12]=[O:13].O. Product: [CH3:16][CH:2]([CH2:3][CH2:4][CH2:5]/[C:6](/[CH3:15])=[CH:7]/[CH2:8][CH2:9]/[C:10](/[CH3:14])=[CH:11]/[CH:12]=[O:13])[CH3:1]. The catalyst class is: 1. (3) The catalyst class is: 104. Product: [CH3:11][O:10][C:9]1[C:4]2[N:5]([CH:15]=[C:2]([C:16]3[CH:21]=[CH:20][CH:19]=[CH:18][CH:17]=3)[CH:3]=2)[N:6]=[CH:7][C:8]=1[C:12]([NH2:14])=[O:13]. Reactant: Br[C:2]1[CH:3]=[C:4]2[C:9]([O:10][CH3:11])=[C:8]([C:12]([NH2:14])=[O:13])[CH:7]=[N:6][N:5]2[CH:15]=1.[C:16]1(B(O)O)[CH:21]=[CH:20][CH:19]=[CH:18][CH:17]=1.C(=O)([O-])[O-].[K+].[K+]. (4) Reactant: [C:1]([O:5][C:6]([N:8]1[CH2:13][CH2:12][CH:11]([CH:14]([C:16](OCC)=[O:17])[CH3:15])[CH2:10][CH2:9]1)=[O:7])([CH3:4])([CH3:3])[CH3:2].[H-].[H-].[H-].[H-].[Li+].[Al+3]. Product: [C:1]([O:5][C:6]([N:8]1[CH2:13][CH2:12][CH:11]([CH:14]([CH3:15])[CH2:16][OH:17])[CH2:10][CH2:9]1)=[O:7])([CH3:4])([CH3:3])[CH3:2]. The catalyst class is: 1. (5) Reactant: C1C=CC(P(C2C=CC=CC=2)C2C=CC=CC=2)=CC=1.N1C=CN=C1.[I:25]I.[CH2:27]([O:34][C:35]1[C:40]([CH2:41][CH2:42]O)=[C:39]([F:44])[C:38]([F:45])=[CH:37][CH:36]=1)[C:28]1[CH:33]=[CH:32][CH:31]=[CH:30][CH:29]=1. Product: [CH2:27]([O:34][C:35]1[CH:36]=[CH:37][C:38]([F:45])=[C:39]([F:44])[C:40]=1[CH2:41][CH2:42][I:25])[C:28]1[CH:33]=[CH:32][CH:31]=[CH:30][CH:29]=1. The catalyst class is: 2.